From a dataset of Forward reaction prediction with 1.9M reactions from USPTO patents (1976-2016). Predict the product of the given reaction. (1) Given the reactants [C:1]([C:5]1[N:13]=[C:12]2[C:8]([N:9]=[CH:10][NH:11]2)=[C:7](Cl)[N:6]=1)([CH3:4])([CH3:3])[CH3:2].[NH:15]1[CH2:19][CH2:18][C@H:17]([NH:20][C:21](=[O:23])[CH3:22])[CH2:16]1.CCN(C(C)C)C(C)C, predict the reaction product. The product is: [C:1]([C:5]1[N:13]=[C:12]2[C:8]([N:9]=[CH:10][NH:11]2)=[C:7]([N:15]2[CH2:19][CH2:18][C@H:17]([NH:20][C:21](=[O:23])[CH3:22])[CH2:16]2)[N:6]=1)([CH3:4])([CH3:3])[CH3:2]. (2) Given the reactants Cl[C:2]1[C:3]([NH2:9])=[N:4][CH:5]=[N:6][C:7]=1Cl.[NH2:10][CH2:11][CH:12]1[CH2:17][CH2:16][N:15]([C:18]([O:20]C(C)(C)C)=O)[CH2:14][CH2:13]1.[O:25]([C:32]1[CH:37]=[CH:36][C:35](B(O)O)=[CH:34][CH:33]=1)[C:26]1[CH:31]=[CH:30][CH:29]=[CH:28][CH:27]=1.[CH3:41][C:42]([CH3:47])=[CH:43]C(Cl)=O, predict the reaction product. The product is: [NH2:9][C:3]1[N:4]=[CH:5][N:6]=[C:7]([NH:10][CH2:11][CH:12]2[CH2:13][CH2:14][N:15]([C:18](=[O:20])[CH:41]=[C:42]([CH3:47])[CH3:43])[CH2:16][CH2:17]2)[C:2]=1[C:29]1[CH:30]=[CH:31][C:26]([O:25][C:32]2[CH:37]=[CH:36][CH:35]=[CH:34][CH:33]=2)=[CH:27][CH:28]=1. (3) Given the reactants [CH3:1][O:2][C:3](=[O:24])[CH2:4][O:5][C:6]1([C:18]2[CH:23]=[CH:22][CH:21]=[CH:20][CH:19]=2)[CH2:10][CH2:9][N:8](C(OC(C)(C)C)=O)[CH2:7]1.Cl, predict the reaction product. The product is: [C:18]1([C:6]2([O:5][CH2:4][C:3]([O:2][CH3:1])=[O:24])[CH2:10][CH2:9][NH:8][CH2:7]2)[CH:19]=[CH:20][CH:21]=[CH:22][CH:23]=1. (4) Given the reactants Cl.[O:2]=[C:3]([NH:13][C:14]1[CH:19]=[CH:18][CH:17]=[C:16]([C:20]([F:23])([F:22])[F:21])[CH:15]=1)[CH2:4][NH:5][C:6]([C@@H:8]1[CH2:12][CH2:11][NH:10][CH2:9]1)=[O:7].O=[C:25]1[CH2:30][CH2:29][N:28]([C:31]2[CH:40]=[CH:39][C:34]([C:35]([O:37][CH3:38])=[O:36])=[CH:33][CH:32]=2)[CH2:27][CH2:26]1.[BH3-]C#N.[Na+], predict the reaction product. The product is: [CH3:38][O:37][C:35](=[O:36])[C:34]1[CH:33]=[CH:32][C:31]([N:28]2[CH2:29][CH2:30][CH:25]([N:10]3[CH2:11][CH2:12][C@@H:8]([C:6]([NH:5][CH2:4][C:3](=[O:2])[NH:13][C:14]4[CH:19]=[CH:18][CH:17]=[C:16]([C:20]([F:23])([F:21])[F:22])[CH:15]=4)=[O:7])[CH2:9]3)[CH2:26][CH2:27]2)=[CH:40][CH:39]=1. (5) The product is: [O:32]=[C:27]1[CH2:28][CH2:29][C:30](=[O:31])[N:26]1[O:25][C:18]([C:47]1[CH:46]=[CH:45][C:40]([NH:39][N:49]=[CH:2][C:4]2[CH:9]=[CH:8][CH:7]=[CH:6][C:5]=2[S:10]([O-:13])(=[O:12])=[O:11])=[N:41][CH:42]=1)=[O:19].[Na+:1]. Given the reactants [Na+:1].[CH:2]([C:4]1[CH:9]=[CH:8][CH:7]=[CH:6][C:5]=1[S:10]([O-:13])(=[O:12])=[O:11])=O.N(C1N=CC=CC=1[C:18](O)=[O:19])N.[OH:25][N:26]1[C:30](=[O:31])[CH2:29][CH2:28][C:27]1=[O:32].C1([N:39]=[C:40]=[N:41][CH:42]2[CH2:47][CH2:46][CH2:45]CC2)CCCCC1.C[N:49](C)C=O, predict the reaction product. (6) Given the reactants Cl.Cl.[Cl:3][C:4]1[C:5]([CH2:10][NH2:11])=[N:6][CH:7]=[CH:8][N:9]=1.C(N=C=NCCCN(C)C)C.CCN(C(C)C)C(C)C.[CH2:32]=[C:33]1[CH2:36][CH:35]([C:37](O)=[O:38])[CH2:34]1, predict the reaction product. The product is: [Cl:3][C:4]1[C:5]([CH2:10][NH:11][C:37]([CH:35]2[CH2:36][C:33](=[CH2:32])[CH2:34]2)=[O:38])=[N:6][CH:7]=[CH:8][N:9]=1. (7) Given the reactants [Br:1][C:2]1[CH:3]=[C:4]([CH:7]=[CH:8][C:9]=1[S:10][CH2:11][CH2:12][CH2:13][CH2:14][CH2:15][C:16]1[CH:21]=[CH:20][CH:19]=[CH:18][CH:17]=1)[CH:5]=O.[NH2:22][CH2:23][CH2:24][CH2:25][P:26](=[O:29])([OH:28])[OH:27].[OH-].C([N+](CCCC)(CCCC)CCCC)CCC.[BH4-].[Na+], predict the reaction product. The product is: [Br:1][C:2]1[CH:3]=[C:4]([CH:7]=[CH:8][C:9]=1[S:10][CH2:11][CH2:12][CH2:13][CH2:14][CH2:15][C:16]1[CH:21]=[CH:20][CH:19]=[CH:18][CH:17]=1)[CH2:5][NH:22][CH2:23][CH2:24][CH2:25][P:26](=[O:27])([OH:29])[OH:28].